This data is from Forward reaction prediction with 1.9M reactions from USPTO patents (1976-2016). The task is: Predict the product of the given reaction. (1) Given the reactants [CH3:1][O:2][C:3]1[CH:4]=[C:5]2[C:10](=[CH:11][CH:12]=1)[C:9](=O)[NH:8][C:7]([C:14]#[N:15])=[C:6]2[C:16]1[CH:21]=[CH:20][CH:19]=[C:18]([F:22])[CH:17]=1.O=P(Cl)(Cl)[Cl:25], predict the reaction product. The product is: [Cl:25][C:9]1[C:10]2[C:5](=[CH:4][C:3]([O:2][CH3:1])=[CH:12][CH:11]=2)[C:6]([C:16]2[CH:21]=[CH:20][CH:19]=[C:18]([F:22])[CH:17]=2)=[C:7]([C:14]#[N:15])[N:8]=1. (2) Given the reactants [CH3:1][O:2][CH2:3][C:4]1[CH:5]=[C:6]([C:13]2[CH:14]=[CH:15][C:16]([N:19]3[CH2:25][CH2:24][CH2:23][N:22]([C:26]4[CH:31]=[CH:30][C:29]([C:32]5[CH:37]=[C:36]([CH2:38][O:39][CH3:40])[CH:35]=[C:34]([CH2:41][O:42][CH3:43])[CH:33]=5)=[CH:28][N:27]=4)[CH2:21][CH2:20]3)=[N:17][CH:18]=2)[CH:7]=[C:8]([CH2:10][O:11][CH3:12])[CH:9]=1.[ClH:44], predict the reaction product. The product is: [ClH:44].[ClH:44].[CH3:43][O:42][CH2:41][C:34]1[CH:33]=[C:32]([C:29]2[CH:30]=[CH:31][C:26]([N:22]3[CH2:23][CH2:24][CH2:25][N:19]([C:16]4[CH:15]=[CH:14][C:13]([C:6]5[CH:5]=[C:4]([CH2:3][O:2][CH3:1])[CH:9]=[C:8]([CH2:10][O:11][CH3:12])[CH:7]=5)=[CH:18][N:17]=4)[CH2:20][CH2:21]3)=[N:27][CH:28]=2)[CH:37]=[C:36]([CH2:38][O:39][CH3:40])[CH:35]=1. (3) Given the reactants [Si:1]([O:8][CH2:9][C:10]1[C:16]([O:17][CH3:18])=[CH:15][C:13]([NH2:14])=[C:12]([Cl:19])[CH:11]=1)([C:4]([CH3:7])([CH3:6])[CH3:5])([CH3:3])[CH3:2].Cl[C:21](Cl)([O:23]C(=O)OC(Cl)(Cl)Cl)Cl.C(N(CC)CC)C, predict the reaction product. The product is: [C:4]([Si:1]([O:8][CH2:9][C:10]1[CH:11]=[C:12]([Cl:19])[C:13]([N:14]=[C:21]=[O:23])=[CH:15][C:16]=1[O:17][CH3:18])([CH3:3])[CH3:2])([CH3:7])([CH3:6])[CH3:5]. (4) Given the reactants [CH3:1][O:2][C:3]1[CH:4]=[C:5]([CH2:11][CH2:12][C:13](Cl)=[O:14])[CH:6]=[CH:7][C:8]=1[O:9][CH3:10].Cl.[CH3:17][O:18][C:19]1[CH:26]=[CH:25][C:22]([CH2:23][NH2:24])=[CH:21][C:20]=1[CH3:27], predict the reaction product. The product is: [CH3:17][O:18][C:19]1[CH:26]=[CH:25][C:22]([CH2:23][NH:24][C:13](=[O:14])[CH2:12][CH2:11][C:5]2[CH:6]=[CH:7][C:8]([O:9][CH3:10])=[C:3]([O:2][CH3:1])[CH:4]=2)=[CH:21][C:20]=1[CH3:27]. (5) The product is: [Cl:1][C:2]1[CH:3]=[CH:4][C:5]([O:6][C:7]2[CH:12]=[CH:11][C:10]([C:13]3([CH3:22])[CH2:14][O:15]3)=[C:9]([C:16]([F:17])([F:18])[F:19])[CH:8]=2)=[CH:20][CH:21]=1. Given the reactants [Cl:1][C:2]1[CH:21]=[CH:20][C:5]([O:6][C:7]2[CH:12]=[CH:11][C:10]([C:13](=[O:15])[CH3:14])=[C:9]([C:16]([F:19])([F:18])[F:17])[CH:8]=2)=[CH:4][CH:3]=1.[CH3:22][S+](C)C.COS([O-])(=O)=O.[OH-].[K+].[Na+].[Cl-], predict the reaction product.